Dataset: NCI-60 drug combinations with 297,098 pairs across 59 cell lines. Task: Regression. Given two drug SMILES strings and cell line genomic features, predict the synergy score measuring deviation from expected non-interaction effect. (1) Drug 1: CN(C(=O)NC(C=O)C(C(C(CO)O)O)O)N=O. Cell line: HL-60(TB). Drug 2: COCCOC1=C(C=C2C(=C1)C(=NC=N2)NC3=CC=CC(=C3)C#C)OCCOC.Cl. Synergy scores: CSS=-2.42, Synergy_ZIP=-0.507, Synergy_Bliss=-3.03, Synergy_Loewe=-5.04, Synergy_HSA=-4.40. (2) Drug 1: CC12CCC3C(C1CCC2=O)CC(=C)C4=CC(=O)C=CC34C. Drug 2: C1=CC=C(C=C1)NC(=O)CCCCCCC(=O)NO. Cell line: CCRF-CEM. Synergy scores: CSS=82.1, Synergy_ZIP=-1.06, Synergy_Bliss=-4.44, Synergy_Loewe=-34.9, Synergy_HSA=-5.40. (3) Drug 1: CC12CCC(CC1=CCC3C2CCC4(C3CC=C4C5=CN=CC=C5)C)O. Drug 2: N.N.Cl[Pt+2]Cl. Cell line: HCC-2998. Synergy scores: CSS=5.69, Synergy_ZIP=-0.799, Synergy_Bliss=0.434, Synergy_Loewe=-5.76, Synergy_HSA=-2.57. (4) Cell line: SK-MEL-28. Synergy scores: CSS=-3.18, Synergy_ZIP=3.23, Synergy_Bliss=4.68, Synergy_Loewe=-2.02, Synergy_HSA=-0.428. Drug 2: C1=NC(=NC(=O)N1C2C(C(C(O2)CO)O)O)N. Drug 1: CC1=C(C=C(C=C1)NC2=NC=CC(=N2)N(C)C3=CC4=NN(C(=C4C=C3)C)C)S(=O)(=O)N.Cl. (5) Drug 1: CN1C(=O)N2C=NC(=C2N=N1)C(=O)N. Drug 2: COCCOC1=C(C=C2C(=C1)C(=NC=N2)NC3=CC=CC(=C3)C#C)OCCOC.Cl. Cell line: BT-549. Synergy scores: CSS=-3.01, Synergy_ZIP=0.819, Synergy_Bliss=-2.60, Synergy_Loewe=-3.76, Synergy_HSA=-5.61. (6) Drug 1: CCC1=CC2CC(C3=C(CN(C2)C1)C4=CC=CC=C4N3)(C5=C(C=C6C(=C5)C78CCN9C7C(C=CC9)(C(C(C8N6C)(C(=O)OC)O)OC(=O)C)CC)OC)C(=O)OC.C(C(C(=O)O)O)(C(=O)O)O. Drug 2: CC(C1=C(C=CC(=C1Cl)F)Cl)OC2=C(N=CC(=C2)C3=CN(N=C3)C4CCNCC4)N. Cell line: BT-549. Synergy scores: CSS=57.4, Synergy_ZIP=9.83, Synergy_Bliss=10.4, Synergy_Loewe=-13.7, Synergy_HSA=7.45.